This data is from Forward reaction prediction with 1.9M reactions from USPTO patents (1976-2016). The task is: Predict the product of the given reaction. (1) Given the reactants [NH:1]1[C:9]2[C:4](=[CH:5][C:6]([CH:10]3[CH2:13][N:12]([C:14]([O:16][C:17]([CH3:20])([CH3:19])[CH3:18])=[O:15])[CH2:11]3)=[CH:7][CH:8]=2)[CH:3]=[N:2]1.[F:21][C:22]1[CH:27]=[CH:26][C:25]([S:28](Cl)(=[O:30])=[O:29])=[CH:24][C:23]=1[C:32]1[N:33]=[CH:34][O:35][CH:36]=1, predict the reaction product. The product is: [F:21][C:22]1[CH:27]=[CH:26][C:25]([S:28]([N:1]2[C:9]3[C:4](=[CH:5][C:6]([CH:10]4[CH2:13][N:12]([C:14]([O:16][C:17]([CH3:20])([CH3:19])[CH3:18])=[O:15])[CH2:11]4)=[CH:7][CH:8]=3)[CH:3]=[N:2]2)(=[O:30])=[O:29])=[CH:24][C:23]=1[C:32]1[N:33]=[CH:34][O:35][CH:36]=1. (2) Given the reactants [NH:1]1[C:9]2[C:4](=[CH:5][CH:6]=[CH:7][N:8]=2)[CH:3]=[CH:2]1.C1C=C(Cl)C=C(C(OO)=[O:18])C=1, predict the reaction product. The product is: [NH:1]1[C:9]2=[N+:8]([O-:18])[CH:7]=[CH:6][CH:5]=[C:4]2[CH:3]=[CH:2]1. (3) The product is: [CH3:1][C:2]([N:11]1[CH:15]=[C:14]([NH:16][C:17](=[O:23])[CH:18]([NH:22][CH:30]2[CH2:29][CH2:28][C:27]3[C:32](=[C:33]([Cl:35])[CH:34]=[C:25]([Cl:24])[CH:26]=3)[CH2:31]2)[CH2:19][CH2:20][CH3:21])[N:13]=[CH:12]1)([CH3:10])[CH2:3][N:4]1[CH2:5][CH2:6][O:7][CH2:8][CH2:9]1. Given the reactants [CH3:1][C:2]([N:11]1[CH:15]=[C:14]([NH:16][C:17](=[O:23])[CH:18]([NH2:22])[CH2:19][CH2:20][CH3:21])[N:13]=[CH:12]1)([CH3:10])[CH2:3][N:4]1[CH2:9][CH2:8][O:7][CH2:6][CH2:5]1.[Cl:24][C:25]1[CH:26]=[C:27]2[C:32](=[C:33]([Cl:35])[CH:34]=1)[CH2:31][C:30](=O)[CH2:29][CH2:28]2, predict the reaction product. (4) Given the reactants [C:1]([O:5][C:6]([N:8]1[CH2:13][CH2:12][CH:11]([C:14]2[C:15]([O:20][CH3:21])=[N:16][NH:17][C:18]=2[CH3:19])[CH2:10][CH2:9]1)=[O:7])([CH3:4])([CH3:3])[CH3:2].N1CCC[CH2:24][CH2:23]1, predict the reaction product. The product is: [C:1]([O:5][C:6]([N:8]1[CH2:9][CH2:10][CH:11]([C:14]2[C:15]([O:20][CH3:21])=[N:16][N:17]([CH2:23][CH3:24])[C:18]=2[CH3:19])[CH2:12][CH2:13]1)=[O:7])([CH3:4])([CH3:3])[CH3:2]. (5) Given the reactants [Cl:1][C:2]1[CH:3]=[CH:4][C:5]([N:10]2[CH2:15][CH:14]([CH3:16])[CH2:13][CH:12]([CH3:17])[CH2:11]2)=C([CH:9]=1)C#N.[OH-].[K+].O.[C:21]([O:24]CC)(=[O:23])[CH3:22], predict the reaction product. The product is: [Cl:1][C:2]1[CH:3]=[CH:4][C:5]([N:10]2[CH2:11][CH:12]([CH3:17])[CH2:13][CH:14]([CH3:16])[CH2:15]2)=[C:22]([CH:9]=1)[C:21]([OH:24])=[O:23]. (6) Given the reactants [Br:1][C:2]1[CH:7]=[CH:6][C:5]([C:8]2[C:9]3[C:14]([C:15]4[CH:16]=[CH:17][CH:18]=[CH:19][C:20]=4[CH:21]=2)=[CH:13][CH:12]=[CH:11][CH:10]=3)=[C:4]([N+:22]([O-])=O)[CH:3]=1.P(OCC)(OCC)(OCC)=O, predict the reaction product. The product is: [Br:1][C:2]1[CH:7]=[CH:6][C:5]2[C:8]3[C:21]([NH:22][C:4]=2[CH:3]=1)=[C:20]1[CH:19]=[CH:18][CH:17]=[CH:16][C:15]1=[C:14]1[CH:13]=[CH:12][CH:11]=[CH:10][C:9]=31. (7) Given the reactants [O:1]1[CH2:6][CH2:5][CH2:4][CH2:3][CH:2]1[N:7]1[C:15]2[C:10](=[CH:11][C:12]([C:16]3[N:20]=[CH:19][N:18]([C:21]([C:34]4[CH:39]=[CH:38][CH:37]=[CH:36][CH:35]=4)([C:28]4[CH:33]=[CH:32][CH:31]=[CH:30][CH:29]=4)[C:22]4[CH:27]=[CH:26][CH:25]=[CH:24][CH:23]=4)[N:17]=3)=[CH:13][CH:14]=2)[C:9]([C:40]2[CH:41]=[C:42]([NH2:46])[CH:43]=[CH:44][CH:45]=2)=[N:8]1.[CH3:47][O:48][C:49]([C:51](Cl)=[O:52])=[O:50].C(N(CC)CC)C, predict the reaction product. The product is: [CH3:47][O:48][C:49]([C:51](=[O:52])[NH:46][C:42]1[CH:43]=[CH:44][CH:45]=[C:40]([C:9]2[C:10]3[C:15](=[CH:14][CH:13]=[C:12]([C:16]4[N:20]=[CH:19][N:18]([C:21]([C:28]5[CH:33]=[CH:32][CH:31]=[CH:30][CH:29]=5)([C:22]5[CH:27]=[CH:26][CH:25]=[CH:24][CH:23]=5)[C:34]5[CH:35]=[CH:36][CH:37]=[CH:38][CH:39]=5)[N:17]=4)[CH:11]=3)[N:7]([CH:2]3[CH2:3][CH2:4][CH2:5][CH2:6][O:1]3)[N:8]=2)[CH:41]=1)=[O:50]. (8) The product is: [CH:1]([O:4][C:5]1[C:14]([O:15][CH3:16])=[CH:13][CH:12]=[C:11]2[C:6]=1[CH2:7][CH2:8][CH2:9][C:10]2=[O:18])([CH3:3])[CH3:2]. Given the reactants [CH:1]([O:4][C:5]1[C:14]([O:15][CH3:16])=[CH:13][CH:12]=[C:11]2[C:6]=1[CH2:7][CH2:8][CH2:9][CH2:10]2)([CH3:3])[CH3:2].O.[O:18]1CCOCC1, predict the reaction product. (9) Given the reactants [NH2:1][C:2]1[CH:21]=[CH:20][CH:19]=[CH:18][C:3]=1[O:4][CH2:5][C@H:6]([NH:10][C:11]([O:13][C:14]([CH3:17])([CH3:16])[CH3:15])=[O:12])[C:7](O)=[O:8].CCN(C(C)C)C(C)C.CN(C(ON1N=NC2C=CC=NC1=2)=[N+](C)C)C.F[P-](F)(F)(F)(F)F, predict the reaction product. The product is: [C:14]([O:13][C:11](=[O:12])[NH:10][C@H:6]1[CH2:5][O:4][C:3]2[CH:18]=[CH:19][CH:20]=[CH:21][C:2]=2[NH:1][C:7]1=[O:8])([CH3:17])([CH3:16])[CH3:15].